From a dataset of Forward reaction prediction with 1.9M reactions from USPTO patents (1976-2016). Predict the product of the given reaction. (1) Given the reactants [CH3:1][O:2][C:3]1[CH:4]=[C:5](B(O)O)[CH:6]=[C:7]([C:9]([F:12])([F:11])[F:10])[CH:8]=1.[F:16][C:17]1[CH:18]=[C:19]([CH:29]([NH:31][C:32]([C:34]2[N:35]=[C:36](Cl)[O:37][CH:38]=2)=[O:33])[CH3:30])[CH:20]=[C:21]([F:28])[C:22]=1[NH:23][S:24]([CH3:27])(=[O:26])=[O:25].C([O-])([O-])=O.[Cs+].[Cs+], predict the reaction product. The product is: [F:28][C:21]1[CH:20]=[C:19]([CH:29]([NH:31][C:32]([C:34]2[N:35]=[C:36]([C:5]3[CH:6]=[C:7]([C:9]([F:12])([F:11])[F:10])[CH:8]=[C:3]([O:2][CH3:1])[CH:4]=3)[O:37][CH:38]=2)=[O:33])[CH3:30])[CH:18]=[C:17]([F:16])[C:22]=1[NH:23][S:24]([CH3:27])(=[O:26])=[O:25]. (2) Given the reactants [NH2:1][C:2]1[N:7]=[CH:6][C:5](I)=[CH:4][N:3]=1.Br[C:10]([F:17])([F:16])[C:11]([O:13][CH2:14][CH3:15])=[O:12], predict the reaction product. The product is: [NH2:1][C:2]1[N:7]=[CH:6][C:5]([C:10]([F:17])([F:16])[C:11]([O:13][CH2:14][CH3:15])=[O:12])=[CH:4][N:3]=1. (3) Given the reactants [CH2:1]([C@@H:8]([C:20](=[O:74])[NH:21][CH2:22][CH2:23][CH2:24][NH:25][C@@H:26]([C@H:34]([CH:36]1[C@@H:40]([O:41][Si:42]([C:45]([CH3:48])([CH3:47])[CH3:46])([CH3:44])[CH3:43])[C@@H:39]([O:49][Si:50]([C:53]([CH3:56])([CH3:55])[CH3:54])([CH3:52])[CH3:51])[C@H:38]([N:57]2[CH:62]=[CH:61][C:60](=[O:63])[N:59]([CH2:64][C:65]3[CH:70]=[CH:69][C:68]([O:71][CH3:72])=[CH:67][CH:66]=3)[C:58]2=[O:73])[O:37]1)[OH:35])[C:27]([O:29][C:30]([CH3:33])([CH3:32])[CH3:31])=[O:28])[NH:9]C(=O)OCC1C=CC=CC=1)[C:2]1[CH:7]=[CH:6][CH:5]=[CH:4][CH:3]=1, predict the reaction product. The product is: [NH2:9][C@@H:8]([CH2:1][C:2]1[CH:3]=[CH:4][CH:5]=[CH:6][CH:7]=1)[C:20]([NH:21][CH2:22][CH2:23][CH2:24][NH:25][C@@H:26]([C@H:34]([CH:36]1[C@@H:40]([O:41][Si:42]([C:45]([CH3:46])([CH3:47])[CH3:48])([CH3:43])[CH3:44])[C@@H:39]([O:49][Si:50]([C:53]([CH3:54])([CH3:55])[CH3:56])([CH3:52])[CH3:51])[C@H:38]([N:57]2[CH:62]=[CH:61][C:60](=[O:63])[N:59]([CH2:64][C:65]3[CH:70]=[CH:69][C:68]([O:71][CH3:72])=[CH:67][CH:66]=3)[C:58]2=[O:73])[O:37]1)[OH:35])[C:27]([O:29][C:30]([CH3:32])([CH3:33])[CH3:31])=[O:28])=[O:74]. (4) Given the reactants Cl.[NH:2]([C:4]1[CH:13]=[CH:12][C:7]([C:8]([O:10][CH3:11])=[O:9])=[CH:6][CH:5]=1)[NH2:3].[CH:14]12[CH2:23][CH:18]3[CH2:19][CH:20]([CH2:22][CH:16]([CH2:17]3)[CH:15]1[NH:24][C:25](=[O:38])/[C:26](/[C:31]([CH:33]1[CH2:37][CH2:36][CH2:35][CH2:34]1)=O)=[CH:27]\N(C)C)[CH2:21]2, predict the reaction product. The product is: [CH:16]12[CH2:17][CH:18]3[CH2:19][CH:20]([CH2:21][CH:14]([CH2:23]3)[CH:15]1[NH:24][C:25]([C:26]1[CH:27]=[N:3][N:2]([C:4]3[CH:5]=[CH:6][C:7]([C:8]([O:10][CH3:11])=[O:9])=[CH:12][CH:13]=3)[C:31]=1[CH:33]1[CH2:34][CH2:35][CH2:36][CH2:37]1)=[O:38])[CH2:22]2. (5) Given the reactants CC(OC([NH:8][CH2:9][C:10](O)=[O:11])=O)(C)C.[F:13][CH:14]1[CH2:17][N:16]([C:18]2[CH:25]=[CH:24][C:23]([C:26]3[O:30][N:29]=[C:28]([C:31]4[CH:41]=[CH:40][C:34]5[CH2:35][CH2:36][NH:37][CH2:38][CH2:39][C:33]=5[CH:32]=4)[N:27]=3)=[CH:22][C:19]=2[C:20]#[N:21])[CH2:15]1.CN(C(ON1N=NC2C=CC=NC1=2)=[N+](C)C)C.F[P-](F)(F)(F)(F)F.CCN(C(C)C)C(C)C.FC(F)(F)C(O)=O, predict the reaction product. The product is: [F:13][CH:14]1[CH2:17][N:16]([C:18]2[CH:25]=[CH:24][C:23]([C:26]3[O:30][N:29]=[C:28]([C:31]4[CH:41]=[CH:40][C:34]5[CH2:35][CH2:36][N:37]([C:10](=[O:11])[CH2:9][NH2:8])[CH2:38][CH2:39][C:33]=5[CH:32]=4)[N:27]=3)=[CH:22][C:19]=2[C:20]#[N:21])[CH2:15]1.